Dataset: Reaction yield outcomes from USPTO patents with 853,638 reactions. Task: Predict the reaction yield, written as a fraction of the theoretical maximum amount of product (1.0 means a 100% yield; for example, 0.34 means a 34% yield). (1) The reactants are [NH:1]1[CH:5]=[C:4]([C:6]2[CH:11]=[C:10]([C:12]([NH2:14])=[O:13])[CH:9]=[CH:8][N:7]=2)[N:3]=[CH:2]1.[CH:15]1([CH2:18]Br)[CH2:17][CH2:16]1. No catalyst specified. The product is [CH:15]1([CH2:18][N:1]2[CH:5]=[C:4]([C:6]3[CH:11]=[C:10]([C:12]([NH2:14])=[O:13])[CH:9]=[CH:8][N:7]=3)[N:3]=[CH:2]2)[CH2:17][CH2:16]1. The yield is 0.600. (2) The reactants are [I:1][CH3:2].[CH3:3][O:4][C:5]1[N:10]=[CH:9][C:8]([CH:11]([NH:23][C:24]2[CH:25]=[C:26]([CH:32]=[CH:33][CH:34]=2)[C:27]([O:29][CH2:30][CH3:31])=[O:28])[C:12](=[O:22])[O:13][C@@H:14]2[CH:19]3[CH2:20][CH2:21][N:16]([CH2:17][CH2:18]3)[CH2:15]2)=[CH:7][CH:6]=1. The catalyst is CCOC(C)=O. The product is [I-:1].[CH2:30]([O:29][C:27]([C:26]1[CH:25]=[C:24]([NH:23][CH:11]([C:8]2[CH:9]=[N:10][C:5]([O:4][CH3:3])=[CH:6][CH:7]=2)[C:12]([O:13][C@@H:14]2[CH:19]3[CH2:20][CH2:21][N+:16]([CH3:2])([CH2:17][CH2:18]3)[CH2:15]2)=[O:22])[CH:34]=[CH:33][CH:32]=1)=[O:28])[CH3:31]. The yield is 0.367. (3) The reactants are Cl[C:2]1[S:3][C:4]2[CH:10]=[C:9]([N+:11]([O-:13])=[O:12])[CH:8]=[CH:7][C:5]=2[N:6]=1.[CH:14]([N:17]([CH:20]([CH3:22])C)[CH2:18][CH3:19])([CH3:16])C.NN1[CH2:29][CH2:28][CH:27]([CH2:30][C:31]2C=CC=CC=2)CC1.[Al].[OH-].[Na+].[CH3:40][N:41](C=O)C. The catalyst is O.C(OCC)(=O)C. The product is [CH2:20]([N:17]1[CH2:14][CH2:16][CH:40]([NH:41][C:2]2[S:3][C:4]3[CH:10]=[C:9]([N+:11]([O-:13])=[O:12])[CH:8]=[CH:7][C:5]=3[N:6]=2)[CH2:19][CH2:18]1)[C:22]1[CH:31]=[CH:30][CH:27]=[CH:28][CH:29]=1. The yield is 0.470. (4) The reactants are [CH:1]1([CH:4]([C:6]2[C:7]([Cl:13])=[N:8][CH:9]=[N:10][C:11]=2[Cl:12])[OH:5])[CH2:3][CH2:2]1. The catalyst is CC(C)=O.[O-2].[Cr+6].[O-2].[O-2]. The product is [CH:1]1([C:4]([C:6]2[C:7]([Cl:13])=[N:8][CH:9]=[N:10][C:11]=2[Cl:12])=[O:5])[CH2:2][CH2:3]1. The yield is 0.960. (5) The reactants are [CH:1]([C:4]1[CH:5]=[C:6]([NH2:9])[NH:7][N:8]=1)([CH3:3])[CH3:2].[Cl:10][C:11]1[N:16]=[C:15](Cl)[C:14]([Cl:18])=[CH:13][N:12]=1.C(N(CC)CC)C. The catalyst is CCO. The product is [Cl:10][C:11]1[N:16]=[C:15]([NH:9][C:6]2[NH:7][N:8]=[C:4]([CH:1]([CH3:3])[CH3:2])[CH:5]=2)[C:14]([Cl:18])=[CH:13][N:12]=1. The yield is 0.950. (6) The catalyst is C1(C)C=CC=CC=1.O.C([O-])(=O)C.[Pd+2].C([O-])(=O)C. The yield is 0.830. The reactants are Cl[C:2]1[C:3]([O:16][CH2:17][C:18]2([C:24]([F:27])([F:26])[F:25])[CH2:23][CH2:22][CH2:21][CH2:20][CH2:19]2)=[CH:4][C:5]([F:15])=[C:6]([CH:14]=1)[C:7]([O:9][C:10]([CH3:13])([CH3:12])[CH3:11])=[O:8].[CH:28]1(B(O)O)[CH2:30][CH2:29]1.P([O-])([O-])([O-])=O.[K+].[K+].[K+].F[B-](F)(F)F.C1(P(C2CCCCC2)C2CCCCC2)CCCCC1. The product is [CH:28]1([C:2]2[C:3]([O:16][CH2:17][C:18]3([C:24]([F:25])([F:26])[F:27])[CH2:19][CH2:20][CH2:21][CH2:22][CH2:23]3)=[CH:4][C:5]([F:15])=[C:6]([CH:14]=2)[C:7]([O:9][C:10]([CH3:13])([CH3:12])[CH3:11])=[O:8])[CH2:30][CH2:29]1.